Dataset: Full USPTO retrosynthesis dataset with 1.9M reactions from patents (1976-2016). Task: Predict the reactants needed to synthesize the given product. (1) Given the product [C:25]([O:24][C:22](=[O:23])[CH2:21][N:3]1[C:4]2[C:9](=[CH:8][CH:7]=[C:6]([C:17]([O:19][CH3:20])=[O:18])[CH:5]=2)[C:10]([CH:11]2[CH2:16][CH2:15][CH2:14][CH2:13][CH2:12]2)=[C:2]1[C:35]1[CH:40]=[CH:39][CH:38]=[CH:37][CH:36]=1)([CH3:28])([CH3:27])[CH3:26], predict the reactants needed to synthesize it. The reactants are: Br[C:2]1[N:3]([CH2:21][C:22]([O:24][C:25]([CH3:28])([CH3:27])[CH3:26])=[O:23])[C:4]2[C:9]([C:10]=1[CH:11]1[CH2:16][CH2:15][CH2:14][CH2:13][CH2:12]1)=[CH:8][CH:7]=[C:6]([C:17]([O:19][CH3:20])=[O:18])[CH:5]=2.C([O-])([O-])=O.[Na+].[Na+].[C:35]1(B(O)O)[CH:40]=[CH:39][CH:38]=[CH:37][CH:36]=1. (2) Given the product [NH2:1][C:4]1[CH:5]=[CH:6][C:7]2[S:11][N:10]=[C:9]([NH:12][CH2:13][CH2:14][NH:15][C:16](=[O:23])[C:17]3[CH:22]=[CH:21][CH:20]=[CH:19][N:18]=3)[C:8]=2[CH:24]=1, predict the reactants needed to synthesize it. The reactants are: [N+:1]([C:4]1[CH:5]=[CH:6][C:7]2[S:11][N:10]=[C:9]([NH:12][CH2:13][CH2:14][NH:15][C:16](=[O:23])[C:17]3[CH:22]=[CH:21][CH:20]=[CH:19][N:18]=3)[C:8]=2[CH:24]=1)([O-])=O.[Cl-].[NH4+].